Dataset: Peptide-MHC class II binding affinity with 134,281 pairs from IEDB. Task: Regression. Given a peptide amino acid sequence and an MHC pseudo amino acid sequence, predict their binding affinity value. This is MHC class II binding data. (1) The peptide sequence is RRDLRLASNAICSAVPV. The MHC is DRB4_0101 with pseudo-sequence DRB4_0103. The binding affinity (normalized) is 0.505. (2) The peptide sequence is EKVYFAATQFEPLAA. The MHC is HLA-DPA10301-DPB10402 with pseudo-sequence HLA-DPA10301-DPB10402. The binding affinity (normalized) is 0.850. (3) The peptide sequence is WGAIWRIDTPDKLTGPFTVR. The MHC is DRB3_0202 with pseudo-sequence DRB3_0202. The binding affinity (normalized) is 0.596. (4) The peptide sequence is WFLPSIRAANVMAAS. The MHC is DRB1_0701 with pseudo-sequence DRB1_0701. The binding affinity (normalized) is 0.787. (5) The peptide sequence is AVVGLSMAASSALTL. The MHC is DRB1_1501 with pseudo-sequence DRB1_1501. The binding affinity (normalized) is 0.407. (6) The peptide sequence is ECEWPLTHTIGTSVE. The MHC is DRB3_0202 with pseudo-sequence DRB3_0202. The binding affinity (normalized) is 0.